This data is from Peptide-MHC class I binding affinity with 185,985 pairs from IEDB/IMGT. The task is: Regression. Given a peptide amino acid sequence and an MHC pseudo amino acid sequence, predict their binding affinity value. This is MHC class I binding data. (1) The peptide sequence is SIPHAACHK. The MHC is HLA-A11:02 with pseudo-sequence HLA-A11:01. The binding affinity (normalized) is 0.750. (2) The peptide sequence is TMKFKGTVD. The MHC is HLA-B58:01 with pseudo-sequence HLA-B58:01. The binding affinity (normalized) is 0.0847. (3) The MHC is HLA-A02:01 with pseudo-sequence HLA-A02:01. The binding affinity (normalized) is 0.552. The peptide sequence is AMITDLEERL. (4) The peptide sequence is WAYHGSYEV. The MHC is HLA-B51:01 with pseudo-sequence HLA-B51:01. The binding affinity (normalized) is 0.777. (5) The peptide sequence is YPDRLRLSV. The MHC is HLA-B15:01 with pseudo-sequence HLA-B15:01. The binding affinity (normalized) is 0.0847. (6) The peptide sequence is ACREQQLPV. The MHC is HLA-A11:01 with pseudo-sequence HLA-A11:01. The binding affinity (normalized) is 0.0847. (7) The peptide sequence is ICKMPLPTK. The MHC is HLA-A33:01 with pseudo-sequence HLA-A33:01. The binding affinity (normalized) is 0.00479. (8) The peptide sequence is YYAFVGVMY. The MHC is HLA-A30:01 with pseudo-sequence HLA-A30:01. The binding affinity (normalized) is 0.0847. (9) The peptide sequence is FQAGMRLYF. The MHC is BoLA-D18.4 with pseudo-sequence BoLA-D18.4. The binding affinity (normalized) is 0.436.